Dataset: Catalyst prediction with 721,799 reactions and 888 catalyst types from USPTO. Task: Predict which catalyst facilitates the given reaction. (1) Reactant: [CH3:1][C@:2]1([NH:19]C(=O)OC(C)(C)C)[CH2:6][CH2:5][C@@H:4]([CH2:7][C:8]2[N:12]=[C:11]([C:13](F)(F)F)[O:10][N:9]=2)[C:3]1([CH3:18])[CH3:17].N1[CH:32]=[CH:31][CH:30]=[CH:29][CH:28]=1.C1(C(Cl)=O)CCCCC1.Cl. Product: [CH:13]1([C:11]2[O:10][N:9]=[C:8]([CH2:7][C@@H:4]3[CH2:5][CH2:6][C@:2]([CH3:1])([NH2:19])[C:3]3([CH3:17])[CH3:18])[N:12]=2)[CH2:32][CH2:31][CH2:30][CH2:29][CH2:28]1. The catalyst class is: 133. (2) Reactant: [C:1]([O:14][CH2:15]Cl)([C:4]([C:7]([C:10]([F:13])([F:12])[F:11])([F:9])[F:8])([F:6])[F:5])([F:3])[F:2].[I-:17].[Na+].O. Product: [C:1]([O:14][CH2:15][I:17])([C:4]([C:7]([C:10]([F:13])([F:12])[F:11])([F:9])[F:8])([F:6])[F:5])([F:3])[F:2]. The catalyst class is: 21. (3) Reactant: Cl[C:2]1[C:6]([C:7]#[N:8])=[C:5]([C:9]2[CH:14]=[CH:13][C:12]([CH3:15])=[CH:11][C:10]=2[F:16])[S:4][N:3]=1.[O:17]([CH3:19])[Na]. Product: [F:16][C:10]1[CH:11]=[C:12]([CH3:15])[CH:13]=[CH:14][C:9]=1[C:5]1[S:4][N:3]=[C:2]([O:17][CH3:19])[C:6]=1[C:7]#[N:8]. The catalyst class is: 5. (4) The catalyst class is: 5. Reactant: [CH3:1][N:2]([CH3:40])[C:3]1[C:8]([CH2:9][C:10]([O:12]C)=[O:11])=[C:7]([N:14]2[CH2:19][CH2:18][O:17][CH2:16][CH2:15]2)[N:6]=[C:5]([CH2:20][C:21]2[CH:26]=[CH:25][C:24]([NH:27][C:28]([C:30]3[CH:39]=[CH:38][C:37]4[C:32](=[CH:33][CH:34]=[CH:35][CH:36]=4)[CH:31]=3)=[O:29])=[CH:23][CH:22]=2)[N:4]=1.[OH-].[Na+]. Product: [CH3:40][N:2]([CH3:1])[C:3]1[C:8]([CH2:9][C:10]([OH:12])=[O:11])=[C:7]([N:14]2[CH2:19][CH2:18][O:17][CH2:16][CH2:15]2)[N:6]=[C:5]([CH2:20][C:21]2[CH:22]=[CH:23][C:24]([NH:27][C:28]([C:30]3[CH:39]=[CH:38][C:37]4[C:32](=[CH:33][CH:34]=[CH:35][CH:36]=4)[CH:31]=3)=[O:29])=[CH:25][CH:26]=2)[N:4]=1. (5) Reactant: [NH2:1][C@H:2]([C:8]([OH:10])=[O:9])[CH2:3][CH2:4][C:5](=[O:7])[NH2:6].C([O-])(O)=O.[Na+].[NH:16]([C:31]([O:33][CH2:34][C:35]1[CH:40]=[CH:39][CH:38]=[CH:37][CH:36]=1)=[O:32])[C@H:17]([C:21](ON1C(=O)CCC1=O)=[O:22])[CH:18]([CH3:20])[CH3:19]. Product: [NH:16]([C:31]([O:33][CH2:34][C:35]1[CH:40]=[CH:39][CH:38]=[CH:37][CH:36]=1)=[O:32])[C@H:17]([C:21]([NH:1][C@H:2]([C:8]([OH:10])=[O:9])[CH2:3][CH2:4][C:5](=[O:7])[NH2:6])=[O:22])[CH:18]([CH3:20])[CH3:19]. The catalyst class is: 578. (6) Reactant: [N:1]1([CH2:7][CH2:8][NH:9][C:10](=[O:16])[O:11][C:12]([CH3:15])([CH3:14])[CH3:13])[CH2:6][CH2:5][NH:4][CH2:3][CH2:2]1.Cl[CH2:18][C:19]([CH3:22])([OH:21])[CH3:20].C([O-])([O-])=O.[K+].[K+].[Na+].[I-]. Product: [OH:21][C:19]([CH3:22])([CH3:20])[CH2:18][N:4]1[CH2:3][CH2:2][N:1]([CH2:7][CH2:8][NH:9][C:10](=[O:16])[O:11][C:12]([CH3:13])([CH3:15])[CH3:14])[CH2:6][CH2:5]1. The catalyst class is: 18. (7) Reactant: [Br:1][C:2]1[CH:3]=[C:4]([O:9][CH2:10][C:11]2[C:16]([F:17])=[CH:15][CH:14]=[CH:13][C:12]=2[F:18])[C:5]([NH2:8])=[N:6][CH:7]=1.Cl[CH:20]([C:26]([CH3:28])=O)[C:21]([O:23][CH2:24][CH3:25])=[O:22]. Product: [Br:1][C:2]1[CH:3]=[C:4]([O:9][CH2:10][C:11]2[C:12]([F:18])=[CH:13][CH:14]=[CH:15][C:16]=2[F:17])[C:5]2[N:6]([C:20]([C:21]([O:23][CH2:24][CH3:25])=[O:22])=[C:26]([CH3:28])[N:8]=2)[CH:7]=1. The catalyst class is: 8. (8) Reactant: Br[C:2]1[C:3]([C:8]2[CH:13]=[CH:12][C:11]([F:14])=[CH:10][CH:9]=2)=[N:4][N:5]([CH3:7])[CH:6]=1.CC1(C)C(C)(C)OB([C:23]2[CH:24]=[CH:25][C:26]3[N:27]([CH:29]=[C:30]([NH:32][C:33](=[O:35])[CH3:34])[N:31]=3)[N:28]=2)O1.[O-]P([O-])([O-])=O.[K+].[K+].[K+]. The catalyst class is: 819. Product: [F:14][C:11]1[CH:12]=[CH:13][C:8]([C:3]2[C:2]([C:23]3[CH:24]=[CH:25][C:26]4[N:27]([CH:29]=[C:30]([NH:32][C:33](=[O:35])[CH3:34])[N:31]=4)[N:28]=3)=[CH:6][N:5]([CH3:7])[N:4]=2)=[CH:9][CH:10]=1. (9) Reactant: [CH3:1][N:2]1[C:10]2[CH:9]=[C:8]([N:11]3[CH:16]=[CH:15][C:14]([C:17]4[CH:18]=[N:19][C:20]([CH3:23])=[CH:21][CH:22]=4)=[CH:13][C:12]3=[O:24])[CH:7]=[CH:6][C:5]=2[C:4]2[CH2:25][N:26](C(OC(C)(C)C)=O)[CH2:27][CH2:28][CH2:29][C:3]1=2.[ClH:37]. Product: [ClH:37].[CH3:1][N:2]1[C:10]2[CH:9]=[C:8]([N:11]3[CH:16]=[CH:15][C:14]([C:17]4[CH:18]=[N:19][C:20]([CH3:23])=[CH:21][CH:22]=4)=[CH:13][C:12]3=[O:24])[CH:7]=[CH:6][C:5]=2[C:4]2[CH2:25][NH:26][CH2:27][CH2:28][CH2:29][C:3]1=2. The catalyst class is: 5.